Dataset: Drug-target binding data from BindingDB using IC50 measurements. Task: Regression. Given a target protein amino acid sequence and a drug SMILES string, predict the binding affinity score between them. We predict pIC50 (pIC50 = -log10(IC50 in M); higher means more potent). Dataset: bindingdb_ic50. (1) The compound is C=CC(=O)Nc1ccc(S(=O)(=O)N2CCN(C(=O)OCc3ccccc3)CC2)cc1N(C)CC(C)C. The target protein (Q08188) has sequence MAALGVQSINWQTAFNRQAHHTDKFSSQELILRRGQNFQVLMIMNKGLGSNERLEFIVSTGPYPSESAMTKAVFPLSNGSSGGWSAVLQASNGNTLTISISSPASAPIGRYTMALQIFSQGGISSVKLGTFILLFNPWLNVDSVFMGNHAEREEYVQEDAGIIFVGSTNRIGMIGWNFGQFEEDILSICLSILDRSLNFRRDAATDVASRNDPKYVGRVLSAMINSNDDNGVLAGNWSGTYTGGRDPRSWNGSVEILKNWKKSGFSPVRYGQCWVFAGTLNTALRSLGIPSRVITNFNSAHDTDRNLSVDVYYDPMGNPLDKGSDSVWNFHVWNEGWFVRSDLGPSYGGWQVLDATPQERSQGVFQCGPASVIGVREGDVQLNFDMPFIFAEVNADRITWLYDNTTGKQWKNSVNSHTIGRYISTKAVGSNARMDVTDKYKYPEGSDQERQVFQKALGKLKPNTPFAATSSMGLETEEQEPSIIGKLKVAGMLAVGKEVN.... The pIC50 is 4.1. (2) The small molecule is COc1ccc(F)cc1C(C)(C)CC(O)(Cc1cc2ccc(C(F)(F)F)cc2[nH]1)C(F)(F)F. The target protein (P08235) has sequence METKGYHSLPEGLDMERRWGQVSQAVERSSLGPTERTDENNYMEIVNVSCVSGAIPNNSTQGSSKEKQELLPCLQQDNNRPGILTSDIKTELESKELSATVAESMGLYMDSVRDADYSYEQQNQQGSMSPAKIYQNVEQLVKFYKGNGHRPSTLSCVNTPLRSFMSDSGSSVNGGVMRAVVKSPIMCHEKSPSVCSPLNMTSSVCSPAGINSVSSTTASFGSFPVHSPITQGTPLTCSPNVENRGSRSHSPAHASNVGSPLSSPLSSMKSSISSPPSHCSVKSPVSSPNNVTLRSSVSSPANINNSRCSVSSPSNTNNRSTLSSPAASTVGSICSPVNNAFSYTASGTSAGSSTLRDVVPSPDTQEKGAQEVPFPKTEEVESAISNGVTGQLNIVQYIKPEPDGAFSSSCLGGNSKINSDSSFSVPIKQESTKHSCSGTSFKGNPTVNPFPFMDGSYFSFMDDKDYYSLSGILGPPVPGFDGNCEGSGFPVGIKQEPDDG.... The pIC50 is 6.0. (3) The compound is CCC1SC(=NN=C(C)COc2ccccc2)N(c2ccccc2)C1=O. The pIC50 is 5.0. The target protein (P25779) has sequence MSGWARALLLAAVLVVMACLVPAATASLHAEETLTSQFAEFKQKHGRVYESAAEEAFRLSVFRENLFLARLHAAANPHATFGVTPFSDLTREEFRSRYHNGAAHFAAAQERARVPVKVEVVGAPAAVDWRARGAVTAVKDQGQCGSCWAFSAIGNVECQWFLAGHPLTNLSEQMLVSCDKTDSGCSGGLMNNAFEWIVQENNGAVYTEDSYPYASGEGISPPCTTSGHTVGATITGHVELPQDEAQIAAWLAVNGPVAVAVDASSWMTYTGGVMTSCVSEQLDHGVLLVGYNDSAAVPYWIIKNSWTTQWGEEGYIRIAKGSNQCLVKEEASSAVVGGPGPTPEPTTTTTTSAPGPSPSYFVQMSCTDAACIVGCENVTLPTGQCLLTTSGVSAIVTCGAETLTEEVFLTSTHCSGPSVRSSVPLNKCNRLLRGSVEFFCGSSSSGRLADVDRQRRHQPYHSRHRRL.